Dataset: Full USPTO retrosynthesis dataset with 1.9M reactions from patents (1976-2016). Task: Predict the reactants needed to synthesize the given product. (1) Given the product [F:21][C:20]1[C:15]([CH2:14][O:13][C:11]2[N:10]=[C:9]3[CH2:23][CH2:24][CH2:25][C:8]3=[C:7]([C:36]3[CH:37]=[N:38][C:39]([C:42]#[N:43])=[N:40][CH:41]=3)[CH:12]=2)=[N:16][CH:17]=[C:18]([F:22])[CH:19]=1, predict the reactants needed to synthesize it. The reactants are: FC(F)(F)S(O[C:7]1[CH:12]=[C:11]([O:13][CH2:14][C:15]2[C:20]([F:21])=[CH:19][C:18]([F:22])=[CH:17][N:16]=2)[N:10]=[C:9]2[CH2:23][CH2:24][CH2:25][C:8]=12)(=O)=O.CC1(C)C(C)(C)OB([C:36]2[CH:37]=[N:38][C:39]([C:42]#[N:43])=[N:40][CH:41]=2)O1.C(=O)([O-])[O-].[K+].[K+]. (2) Given the product [CH3:3][CH:2]([C:4]1[N:8]([CH2:9][CH2:10][C@@H:11]([OH:19])[CH2:12][C@@H:13]([OH:18])[CH2:14][C:15]([OH:17])=[O:16])[C:7]([C:20]2[CH:25]=[CH:24][C:23]([F:26])=[CH:22][CH:21]=2)=[C:6]([C:27]2[CH:32]=[CH:31][CH:30]=[CH:29][CH:28]=2)[C:5]=1[C:33]([NH:35][C:36]1[CH:41]=[CH:40][CH:39]=[CH:38][CH:37]=1)=[O:34])[CH3:1], predict the reactants needed to synthesize it. The reactants are: [CH3:1][CH:2]([C:4]1[N:8]([CH2:9][CH2:10][C@@H:11]([OH:19])[CH2:12][C@@H:13]([OH:18])[CH2:14][C:15]([O-:17])=[O:16])[C:7]([C:20]2[CH:21]=[CH:22][C:23]([F:26])=[CH:24][CH:25]=2)=[C:6]([C:27]2[CH:28]=[CH:29][CH:30]=[CH:31][CH:32]=2)[C:5]=1[C:33]([NH:35][C:36]1[CH:37]=[CH:38][CH:39]=[CH:40][CH:41]=1)=[O:34])[CH3:3].[CH3:3][CH:2]([C:4]1[N:8]([CH2:9][CH2:10][C@@H:11]([OH:19])[CH2:12][C@@H:13]([OH:18])[CH2:14][C:15]([O-:17])=[O:16])[C:7]([C:20]2[CH:25]=[CH:24][C:23]([F:26])=[CH:22][CH:21]=2)=[C:6]([C:27]2[CH:32]=[CH:31][CH:30]=[CH:29][CH:28]=2)[C:5]=1[C:33]([NH:35][C:36]1[CH:41]=[CH:40][CH:39]=[CH:38][CH:37]=1)=[O:34])[CH3:1].[Ca+2].C(O)[C@H]([C@H]([C@@H]([C@@H](CO)O)O)O)O.C(O)(=O)CC(CC(O)=O)(C(O)=O)O. (3) Given the product [Cl:17][C:14]1[CH:15]=[C:16]2[NH:8][C:9](=[O:36])[C:10]3([CH:18]([C:19]4[CH:24]=[C:23]([Cl:25])[CH:22]=[CH:21][C:20]=4[O:26][C:27]([CH2:28][CH3:29])([C:30]([O:32][CH3:33])=[O:31])[CH2:34][CH3:35])[CH2:47][C:46](=[O:48])[NH:45][CH:44]3[C:42]3[CH:43]=[C:38]([Cl:37])[CH:39]=[CH:40][C:41]=3[CH3:53])[C:11]2=[CH:12][CH:13]=1, predict the reactants needed to synthesize it. The reactants are: C(OC([N:8]1[C:16]2[C:11](=[CH:12][CH:13]=[C:14]([Cl:17])[CH:15]=2)/[C:10](=[CH:18]/[C:19]2[CH:24]=[C:23]([Cl:25])[CH:22]=[CH:21][C:20]=2[O:26][C:27]([CH2:34][CH3:35])([C:30]([O:32][CH3:33])=[O:31])[CH2:28][CH3:29])/[C:9]1=[O:36])=O)(C)(C)C.[Cl:37][C:38]1[CH:39]=[CH:40][C:41]([CH3:53])=[C:42]([CH:44]=[N:45][C:46]([O:48][Si](C)(C)C)=[CH2:47])[CH:43]=1. (4) Given the product [O:4]1[C:12]2[CH:11]=[CH:10][N:9]=[C:8]([N:13]3[CH2:18][CH2:17][N:16]([CH2:19][CH2:20][C@H:21]4[CH2:26][CH2:25][C@H:24]([NH:27][C:35](=[O:36])[CH2:34][C@H:29]5[CH2:30][O:31][CH2:32][CH2:33][O:28]5)[CH2:23][CH2:22]4)[CH2:15][CH2:14]3)[C:7]=2[CH2:6][CH2:5]1, predict the reactants needed to synthesize it. The reactants are: Cl.Cl.Cl.[O:4]1[C:12]2[CH:11]=[CH:10][N:9]=[C:8]([N:13]3[CH2:18][CH2:17][N:16]([CH2:19][CH2:20][C@H:21]4[CH2:26][CH2:25][C@H:24]([NH2:27])[CH2:23][CH2:22]4)[CH2:15][CH2:14]3)[C:7]=2[CH2:6][CH2:5]1.[O:28]1[CH2:33][CH2:32][O:31][CH2:30][C@@H:29]1[CH2:34][C:35](O)=[O:36]. (5) Given the product [Cl:26][C:27]1[CH:28]=[C:29]([C@@H:33]([NH:35][C:36]([N:4]2[CH2:3][CH2:2][N:1]([C:7]3[C:8]4[S:15][C:14]([C:16]5[CH2:17][C:18]([CH3:25])([CH3:24])[NH:19][C:20]([CH3:23])([CH3:22])[CH:21]=5)=[CH:13][C:9]=4[N:10]=[CH:11][N:12]=3)[CH2:6][CH2:5]2)=[O:37])[CH3:34])[CH:30]=[CH:31][CH:32]=1, predict the reactants needed to synthesize it. The reactants are: [N:1]1([C:7]2[C:8]3[S:15][C:14]([C:16]4[CH2:17][C:18]([CH3:25])([CH3:24])[NH:19][C:20]([CH3:23])([CH3:22])[CH:21]=4)=[CH:13][C:9]=3[N:10]=[CH:11][N:12]=2)[CH2:6][CH2:5][NH:4][CH2:3][CH2:2]1.[Cl:26][C:27]1[CH:28]=[C:29]([C@@H:33]([NH:35][C:36](=O)[O:37]C2C=CC([N+]([O-])=O)=CC=2)[CH3:34])[CH:30]=[CH:31][CH:32]=1.C(N(CC)C(C)C)(C)C.